This data is from Full USPTO retrosynthesis dataset with 1.9M reactions from patents (1976-2016). The task is: Predict the reactants needed to synthesize the given product. (1) The reactants are: Br[C:2]1[CH:7]=[CH:6][C:5]([O:8][CH3:9])=[CH:4][CH:3]=1.[Mg].II.[CH2:13]([O:20][C@@H:21]1[C@@H:26]([O:27][CH2:28][C:29]2[CH:34]=[CH:33][CH:32]=[CH:31][CH:30]=2)[C@H:25]([O:35][CH2:36][C:37]2[CH:42]=[CH:41][CH:40]=[CH:39][CH:38]=2)[C@@H:24]([CH2:43][O:44][CH2:45][C:46]2[CH:51]=[CH:50][CH:49]=[CH:48][CH:47]=2)[O:23][C@H:22]1[N:52]1[C:60]2[C:55](=[CH:56][CH:57]=[CH:58][CH:59]=2)[C:54]([CH:61]=[O:62])=[CH:53]1)[C:14]1[CH:19]=[CH:18][CH:17]=[CH:16][CH:15]=1.[Cl-].[NH4+]. Given the product [CH2:13]([O:20][C@@H:21]1[C@@H:26]([O:27][CH2:28][C:29]2[CH:30]=[CH:31][CH:32]=[CH:33][CH:34]=2)[C@H:25]([O:35][CH2:36][C:37]2[CH:42]=[CH:41][CH:40]=[CH:39][CH:38]=2)[C@@H:24]([CH2:43][O:44][CH2:45][C:46]2[CH:47]=[CH:48][CH:49]=[CH:50][CH:51]=2)[O:23][C@H:22]1[N:52]1[C:60]2[C:55](=[CH:56][CH:57]=[CH:58][CH:59]=2)[C:54]([CH:61]([OH:62])[C:2]2[CH:7]=[CH:6][C:5]([O:8][CH3:9])=[CH:4][CH:3]=2)=[CH:53]1)[C:14]1[CH:19]=[CH:18][CH:17]=[CH:16][CH:15]=1, predict the reactants needed to synthesize it. (2) Given the product [CH3:1][O:2][C:3]1[CH:8]=[CH:7][C:6]([S:9][C:10]2[CH:11]=[CH:12][C:13]([CH2:16][N:17]3[CH2:22][CH2:21][CH:20]([C:23]4[CH:24]=[C:25]([NH2:30])[CH:26]=[CH:27][C:28]=4[CH3:29])[CH2:19][CH2:18]3)=[CH:14][CH:15]=2)=[CH:5][CH:4]=1, predict the reactants needed to synthesize it. The reactants are: [CH3:1][O:2][C:3]1[CH:8]=[CH:7][C:6]([S:9][C:10]2[CH:15]=[CH:14][C:13]([CH2:16][N:17]3[CH2:22][CH2:21][CH:20]([C:23]4[CH:24]=[C:25]([NH:30]C(OCC5C=CC=CC=5)=O)[CH:26]=[CH:27][C:28]=4[CH3:29])[CH2:19][CH2:18]3)=[CH:12][CH:11]=2)=[CH:5][CH:4]=1.[OH-].[K+]. (3) Given the product [F:15][C:16]1[N:21]=[C:20]([N:22]2[CH2:27][CH2:26][N:25]([CH2:2][C:3]3[CH:8]=[CH:7][C:6]([C@@H:9]([NH:11][C:12](=[O:14])[CH3:13])[CH3:10])=[CH:5][CH:4]=3)[CH2:24][CH2:23]2)[CH:19]=[CH:18][CH:17]=1, predict the reactants needed to synthesize it. The reactants are: Cl[CH2:2][C:3]1[CH:8]=[CH:7][C:6]([C@@H:9]([NH:11][C:12](=[O:14])[CH3:13])[CH3:10])=[CH:5][CH:4]=1.[F:15][C:16]1[N:21]=[C:20]([N:22]2[CH2:27][CH2:26][NH:25][CH2:24][CH2:23]2)[CH:19]=[CH:18][CH:17]=1. (4) The reactants are: [S:1]1[C:5]2[CH:6]=[CH:7][CH:8]=[CH:9][C:4]=2[C:3]([N:10]2[CH2:15][CH2:14][N:13]([CH2:16][CH2:17][C:18]3[CH:26]=[C:25]4[C:21]([CH2:22][CH2:23][CH:24]4[NH:27]C(=O)C(F)(F)F)=[CH:20][CH:19]=3)[CH2:12][CH2:11]2)=[N:2]1.C([O-])([O-])=O.[K+].[K+]. Given the product [S:1]1[C:5]2[CH:6]=[CH:7][CH:8]=[CH:9][C:4]=2[C:3]([N:10]2[CH2:15][CH2:14][N:13]([CH2:16][CH2:17][C:18]3[CH:26]=[C:25]4[C:21]([CH2:22][CH2:23][CH:24]4[NH2:27])=[CH:20][CH:19]=3)[CH2:12][CH2:11]2)=[N:2]1, predict the reactants needed to synthesize it. (5) Given the product [N:1]1([CH:10]([C:17]2[CH:22]=[CH:21][C:20]([CH2:23][CH3:24])=[CH:19][CH:18]=2)[CH2:11][C:12]([OH:14])=[O:13])[C:5]2[CH:6]=[CH:7][CH:8]=[CH:9][C:4]=2[N:3]=[CH:2]1, predict the reactants needed to synthesize it. The reactants are: [N:1]1([CH:10]([C:17]2[CH:22]=[CH:21][C:20]([CH2:23][CH3:24])=[CH:19][CH:18]=2)[CH2:11][C:12]([O:14]CC)=[O:13])[C:5]2[CH:6]=[CH:7][CH:8]=[CH:9][C:4]=2[N:3]=[CH:2]1.C(#N)C.CO. (6) Given the product [NH2:16][C:15]1[C:6]([NH:5][CH2:4][CH:3]([O:19][CH3:20])[O:2][CH3:1])=[C:7]([CH:12]=[CH:13][CH:14]=1)[C:8]([O:10][CH3:11])=[O:9], predict the reactants needed to synthesize it. The reactants are: [CH3:1][O:2][CH:3]([O:19][CH3:20])[CH2:4][NH:5][C:6]1[C:15]([N+:16]([O-])=O)=[CH:14][CH:13]=[CH:12][C:7]=1[C:8]([O:10][CH3:11])=[O:9].[H][H]. (7) Given the product [CH2:13]([NH:20][CH2:11][C:3]1[N:2]([CH3:1])[C:10]2[C:5]([CH:4]=1)=[CH:6][CH:7]=[CH:8][CH:9]=2)[CH2:14][CH2:15][CH2:16][CH2:17][CH2:18][CH3:19], predict the reactants needed to synthesize it. The reactants are: [CH3:1][N:2]1[C:10]2[C:5](=[CH:6][CH:7]=[CH:8][CH:9]=2)[CH:4]=[C:3]1[CH:11]=O.[CH2:13]([NH2:20])[CH2:14][CH2:15][CH2:16][CH2:17][CH2:18][CH3:19].C(O)(=O)C.C([BH3-])#N.[Na+]. (8) Given the product [CH:1]1([C:4]([N:6]2[CH2:10][CH2:9][C@@H:8]([CH2:11][N:12]3[C:13]4=[N:14][CH:15]=[CH:16][CH:17]=[C:18]4[N:19]=[C:20]3[C:22]3[CH:27]=[CH:26][C:25]([C:28]4[CH:33]=[CH:32][CH:31]=[C:30]([C:34]([OH:36])=[O:35])[CH:29]=4)=[CH:24][CH:23]=3)[CH2:7]2)=[O:5])[CH2:3][CH2:2]1, predict the reactants needed to synthesize it. The reactants are: [CH:1]1([C:4]([N:6]2[CH2:10][CH2:9][C@@H:8]([CH2:11][NH:12][C:13]3[C:18]([NH2:19])=[CH:17][CH:16]=[CH:15][N:14]=3)[CH2:7]2)=[O:5])[CH2:3][CH2:2]1.[CH:20]([C:22]1[CH:27]=[CH:26][C:25]([C:28]2[CH:33]=[CH:32][CH:31]=[C:30]([C:34]([OH:36])=[O:35])[CH:29]=2)=[CH:24][CH:23]=1)=O.